From a dataset of Reaction yield outcomes from USPTO patents with 853,638 reactions. Predict the reaction yield, written as a fraction of the theoretical maximum amount of product (1.0 means a 100% yield; for example, 0.34 means a 34% yield). (1) The product is [Cl:19][C:20]1[C:25]([Cl:26])=[CH:24][CH:23]=[CH:22][C:21]=1[N:27]1[CH2:32][CH2:31][N:30]([CH2:16][CH2:15][CH2:14][CH2:13][O:12][C:8]2[N:9]=[C:10]3[C:5]([CH:4]=[CH:3][C:2](=[O:1])[NH:11]3)=[CH:6][CH:7]=2)[CH2:29][CH2:28]1. The yield is 0.700. The reactants are [O:1]=[C:2]1[NH:11][C:10]2[N:9]=[C:8]([O:12][CH2:13][CH2:14][CH2:15][CH:16]=O)[CH:7]=[CH:6][C:5]=2[CH:4]=[CH:3]1.Cl.[Cl:19][C:20]1[C:25]([Cl:26])=[CH:24][CH:23]=[CH:22][C:21]=1[N:27]1[CH2:32][CH2:31][NH:30][CH2:29][CH2:28]1.CCN(CC)CC.[BH-](OC(C)=O)(OC(C)=O)OC(C)=O.[Na+]. The catalyst is ClC(Cl)C. (2) The reactants are S(Cl)(Cl)=O.[Cl:5][C:6]1[C:7]([C:28]#[N:29])=[C:8]([C:17]2[CH:18]=[CH:19][C:20]([C:23]([N:25]([CH3:27])[CH3:26])=[O:24])=[N:21][CH:22]=2)[C:9]([O:15][CH3:16])=[C:10]([CH:12](O)[CH3:13])[CH:11]=1.C(Cl)[Cl:31]. The catalyst is CN(C)C=O. The product is [Cl:5][C:6]1[C:7]([C:28]#[N:29])=[C:8]([C:17]2[CH:18]=[CH:19][C:20]([C:23]([N:25]([CH3:27])[CH3:26])=[O:24])=[N:21][CH:22]=2)[C:9]([O:15][CH3:16])=[C:10]([CH:12]([Cl:31])[CH3:13])[CH:11]=1. The yield is 0.800.